Dataset: Catalyst prediction with 721,799 reactions and 888 catalyst types from USPTO. Task: Predict which catalyst facilitates the given reaction. (1) Reactant: [Br:1][C:2]1[O:6][C:5]([C:7]2[C:11]([CH2:12][N:13](CC3C=CC(OC)=CC=3OC)[CH2:14][C:15]([O:17][CH2:18][CH3:19])=[O:16])=[C:10]([C:31]([O:33]CC)=O)[O:9][N:8]=2)=[CH:4][CH:3]=1.CC(C)([O-])C.[K+].S(Cl)(Cl)=O. Product: [Br:1][C:2]1[O:6][C:5]([C:7]2[C:11]3[CH:12]=[N:13][C:14]([C:15]([O:17][CH2:18][CH3:19])=[O:16])=[C:31]([OH:33])[C:10]=3[O:9][N:8]=2)=[CH:4][CH:3]=1. The catalyst class is: 76. (2) Reactant: [C:1](C1NC=CN=1)(C1NC=CN=1)=[O:2].[C:13]([C:15]1[C:16]([O:45][C@H:46]([CH3:50])[CH2:47][O:48][CH3:49])=[CH:17][C:18]([NH:21][C:22]([N:24]2[C:33]3[C:28](=[CH:29][C:30]([CH2:39][NH:40][C@@H:41]([CH3:44])[CH2:42][OH:43])=[C:31]([CH:34]([O:37][CH3:38])[O:35][CH3:36])[N:32]=3)[CH2:27][CH2:26][CH2:25]2)=[O:23])=[N:19][CH:20]=1)#[N:14]. Product: [C:13]([C:15]1[C:16]([O:45][C@H:46]([CH3:50])[CH2:47][O:48][CH3:49])=[CH:17][C:18]([NH:21][C:22]([N:24]2[C:33]3[C:28](=[CH:29][C:30]([CH2:39][N:40]4[C@@H:41]([CH3:44])[CH2:42][O:43][C:1]4=[O:2])=[C:31]([CH:34]([O:35][CH3:36])[O:37][CH3:38])[N:32]=3)[CH2:27][CH2:26][CH2:25]2)=[O:23])=[N:19][CH:20]=1)#[N:14]. The catalyst class is: 2.